From a dataset of Blood-brain barrier permeability classification from the B3DB database. Regression/Classification. Given a drug SMILES string, predict its absorption, distribution, metabolism, or excretion properties. Task type varies by dataset: regression for continuous measurements (e.g., permeability, clearance, half-life) or binary classification for categorical outcomes (e.g., BBB penetration, CYP inhibition). Dataset: b3db_classification. (1) The drug is COc1ccc(CN(CCN(C)C)c2ccccn2)cc1. The result is 1 (penetrates BBB). (2) The molecule is NC1CCCC1c1ccccc1. The result is 1 (penetrates BBB). (3) The compound is CN(C)c1cc(-c2n[nH]c(N)n2)ccn1. The result is 0 (does not penetrate BBB). (4) The molecule is FCC(Cl)(Cl)Cl. The result is 1 (penetrates BBB). (5) The compound is CN1C[C@@H](CC#N)C[C@H]2c3cccc4[nH]cc(c34)C[C@H]21. The result is 1 (penetrates BBB).